This data is from Forward reaction prediction with 1.9M reactions from USPTO patents (1976-2016). The task is: Predict the product of the given reaction. (1) Given the reactants [CH3:1][O:2][CH2:3][O:4][C:5]1[CH:14]=[CH:13][C:12]([CH2:15][CH2:16][CH3:17])=[CH:11][C:6]=1[C:7](OC)=[O:8].[H-].[Al+3].[Li+].[H-].[H-].[H-].O.O.O.O.O.O.O.O.O.O.[O-]S([O-])(=O)=O.[Na+].[Na+], predict the reaction product. The product is: [CH3:1][O:2][CH2:3][O:4][C:5]1[CH:14]=[CH:13][C:12]([CH2:15][CH2:16][CH3:17])=[CH:11][C:6]=1[CH2:7][OH:8]. (2) Given the reactants CC([Si](C(C)C)([S:8][C:9]1[CH:10]=[C:11]([CH:23]=[CH:24][CH:25]=1)[O:12][CH2:13][CH2:14][C:15]1[N:20]=[C:19](CN)[CH:18]=[CH:17][CH:16]=1)C(C)C)C.[F-].[CH2:30]([N+:34](CCCC)(CCCC)CCCC)CCC.Br[CH2:48][C:49](=[O:57])[CH2:50][CH2:51][C:52]([O:54][CH2:55][CH3:56])=[O:53], predict the reaction product. The product is: [CH3:30][NH:34][C:19]1[N:20]=[C:15]([CH2:14][CH2:13][O:12][C:11]2[CH:10]=[C:9]([S:8][CH2:48][C:49](=[O:57])[CH2:50][CH2:51][C:52]([O:54][CH2:55][CH3:56])=[O:53])[CH:25]=[CH:24][CH:23]=2)[CH:16]=[CH:17][CH:18]=1. (3) Given the reactants [NH2:1][C:2]1[C:7]([C:8]([O:10]C)=O)=[CH:6][N:5]=[CH:4][C:3]=1[CH3:12].[CH3:13][NH2:14], predict the reaction product. The product is: [NH2:1][C:2]1[C:7]([C:8]([NH:14][CH3:13])=[O:10])=[CH:6][N:5]=[CH:4][C:3]=1[CH3:12]. (4) Given the reactants [O:1]1[C:5]2[CH:6]=[CH:7][CH:8]=[CH:9][C:4]=2[CH:3]=[C:2]1[C:10]1[N:19]=[C:18]([NH:20][CH2:21][CH2:22][CH2:23][N:24]([CH3:26])[CH3:25])[C:17]2[C:12](=[C:13]([C:27]#[N:28])[CH:14]=[CH:15][CH:16]=2)[N:11]=1.[OH-:29].[K+], predict the reaction product. The product is: [O:1]1[C:5]2[CH:6]=[CH:7][CH:8]=[CH:9][C:4]=2[CH:3]=[C:2]1[C:10]1[N:19]=[C:18]([NH:20][CH2:21][CH2:22][CH2:23][N:24]([CH3:25])[CH3:26])[C:17]2[C:12](=[C:13]([C:27]([NH2:28])=[O:29])[CH:14]=[CH:15][CH:16]=2)[N:11]=1.